Dataset: Full USPTO retrosynthesis dataset with 1.9M reactions from patents (1976-2016). Task: Predict the reactants needed to synthesize the given product. (1) Given the product [C:1]([C:4]1[C:5]2[O:26][CH2:25][O:24][C:6]=2[C:7]([CH2:17][O:18][CH2:19][CH2:20][N:21]=[N+:22]=[N-:23])=[C:8]([N:11]2[CH:12]=[CH:13][CH2:14][C:15]([C:41]([OH:36])=[O:34])=[CH:16]2)[C:9]=1[CH3:10])(=[O:3])[CH3:2], predict the reactants needed to synthesize it. The reactants are: [C:1]([C:4]1[C:9]([CH3:10])=[C:8]([N:11]2[CH:16]=[CH:15][CH2:14][CH:13]=[CH:12]2)[CH:7]([CH2:17][O:18][CH2:19][CH2:20][N:21]=[N+:22]=[N-:23])[C:6]2(C(OCCC#N)=O)[O:24][CH2:25][O:26][C:5]=12)(=[O:3])[CH3:2].[OH-:34].[Na+].[O:36]1[CH2:41]COCC1. (2) Given the product [C:14]([CH:13]1[C:3](=[O:18])[C:4]2[C:5](=[CH:6][CH:7]=[C:8]([Cl:10])[CH:9]=2)[NH:11][C:12]1=[O:17])(=[O:16])[CH3:15], predict the reactants needed to synthesize it. The reactants are: CO[C:3](=[O:18])[C:4]1[CH:9]=[C:8]([Cl:10])[CH:7]=[CH:6][C:5]=1[NH:11][C:12](=[O:17])[CH2:13][C:14](=[O:16])[CH3:15].[O-]CC.[Na+].